From a dataset of Forward reaction prediction with 1.9M reactions from USPTO patents (1976-2016). Predict the product of the given reaction. Given the reactants [Cl:1][C:2]1[C:7]([C:8]([OH:10])=O)=[CH:6][N:5]=[C:4]2[N:11]([CH2:14][CH3:15])[N:12]=[CH:13][C:3]=12, predict the reaction product. The product is: [Cl:1][C:2]1[C:7]([C:8]2[O:10][C:4]([CH3:3])=[N:11][N:12]=2)=[CH:6][N:5]=[C:4]2[N:11]([CH2:14][CH3:15])[N:12]=[CH:13][C:3]=12.